From a dataset of Full USPTO retrosynthesis dataset with 1.9M reactions from patents (1976-2016). Predict the reactants needed to synthesize the given product. (1) Given the product [Cl:1][C:2]1[C:10]2[N:9]=[C:8]([C:11]([F:12])([F:13])[F:14])[N:7]([CH2:15][C:16]3[O:18][C:27]([C:22]4[CH:23]=[CH:24][CH:25]=[CH:26][N:21]=4)=[N:29][N:30]=3)[C:6]=2[CH:5]=[CH:4][C:3]=1[C:19]#[N:20], predict the reactants needed to synthesize it. The reactants are: [Cl:1][C:2]1[C:10]2[N:9]=[C:8]([C:11]([F:14])([F:13])[F:12])[N:7]([CH2:15][C:16]([OH:18])=O)[C:6]=2[CH:5]=[CH:4][C:3]=1[C:19]#[N:20].[N:21]1[CH:26]=[CH:25][CH:24]=[CH:23][C:22]=1[C:27]([NH:29][NH2:30])=O. (2) Given the product [O:13]1[CH2:14][CH2:15][CH2:16][CH2:17][CH:12]1[N:9]1[C:8]2[CH:18]=[CH:19][C:5]([CH2:4][NH2:1])=[CH:6][C:7]=2[N:11]=[CH:10]1, predict the reactants needed to synthesize it. The reactants are: [N:1]([CH2:4][C:5]1[CH:19]=[CH:18][C:8]2[N:9]([CH:12]3[CH2:17][CH2:16][CH2:15][CH2:14][O:13]3)[CH:10]=[N:11][C:7]=2[CH:6]=1)=[N+]=[N-]. (3) Given the product [NH2:40][CH2:39][C:34]1([F:33])[CH2:38][CH2:37][N:36]([C:2]2[C:21]([C:22]3[NH:26][N:25]=[CH:24][CH:23]=3)=[CH:20][C:5]([C:6]([NH:8][C:9]3[CH:14]=[CH:13][C:12]([O:15][C:16]([Cl:19])([F:18])[F:17])=[CH:11][CH:10]=3)=[O:7])=[CH:4][N:3]=2)[CH2:35]1, predict the reactants needed to synthesize it. The reactants are: Cl[C:2]1[C:21]([C:22]2[N:26](C3CCCCO3)[N:25]=[CH:24][CH:23]=2)=[CH:20][C:5]([C:6]([NH:8][C:9]2[CH:14]=[CH:13][C:12]([O:15][C:16]([Cl:19])([F:18])[F:17])=[CH:11][CH:10]=2)=[O:7])=[CH:4][N:3]=1.[F:33][C:34]1([CH2:39][NH2:40])[CH2:38][CH2:37][NH:36][CH2:35]1. (4) Given the product [Br:3][C:4]1[CH:5]=[C:6]([C:10]2[C:11]3[N:12]([C:25]([CH2:28][CH3:29])=[CH:26][CH:27]=3)[N:13]=[C:14]([CH2:23][O:24][CH2:32][C:33]3[CH:34]=[N:35][CH:36]=[CH:37][CH:38]=3)[C:15]=2[CH2:16][CH2:17][C:18]([OH:20])=[O:19])[CH:7]=[N:8][CH:9]=1, predict the reactants needed to synthesize it. The reactants are: [H-].[Na+].[Br:3][C:4]1[CH:5]=[C:6]([C:10]2[C:11]3[N:12]([C:25]([CH2:28][CH3:29])=[CH:26][CH:27]=3)[N:13]=[C:14]([CH2:23][OH:24])[C:15]=2[CH2:16][CH2:17][C:18]([O:20]CC)=[O:19])[CH:7]=[N:8][CH:9]=1.Br.Br[CH2:32][C:33]1[CH:34]=[N:35][CH:36]=[CH:37][CH:38]=1.